Dataset: Catalyst prediction with 721,799 reactions and 888 catalyst types from USPTO. Task: Predict which catalyst facilitates the given reaction. (1) Reactant: [CH:1]1([N:5]2[CH2:10][CH2:9][N:8]([C:11]3[CH:21]=[CH:20][C:14]([C:15](OCC)=[O:16])=[CH:13][CH:12]=3)[CH2:7][CH2:6]2)[CH2:4][CH2:3][CH2:2]1.[NH2:22][C:23]1[N:27](C(OC(C)(C)C)=O)[N:26]=[C:25]([CH2:35][CH2:36][C:37]2[CH:42]=[C:41]([O:43][CH3:44])[CH:40]=[C:39]([O:45][CH3:46])[CH:38]=2)[CH:24]=1.C[Si]([N-][Si](C)(C)C)(C)C.[Na+]. Product: [CH:1]1([N:5]2[CH2:6][CH2:7][N:8]([C:11]3[CH:21]=[CH:20][C:14]([C:15]([NH:22][C:23]4[CH:24]=[C:25]([CH2:35][CH2:36][C:37]5[CH:42]=[C:41]([O:43][CH3:44])[CH:40]=[C:39]([O:45][CH3:46])[CH:38]=5)[NH:26][N:27]=4)=[O:16])=[CH:13][CH:12]=3)[CH2:9][CH2:10]2)[CH2:2][CH2:3][CH2:4]1. The catalyst class is: 1. (2) Reactant: [Cl:1][C:2]1[CH:7]=[CH:6][CH:5]=[CH:4][C:3]=1[C:8]1[CH:17]=[C:11]2[N:12]=[CH:13][NH:14][C:15](=[O:16])[N:10]2[N:9]=1.[I:18]N1C(=O)CCC1=O.O.[O-]S(S([O-])=O)=O.[Na+].[Na+]. Product: [Cl:1][C:2]1[CH:7]=[CH:6][CH:5]=[CH:4][C:3]=1[C:8]1[C:17]([I:18])=[C:11]2[N:12]=[CH:13][NH:14][C:15](=[O:16])[N:10]2[N:9]=1. The catalyst class is: 373. (3) Reactant: [CH2:1]([N:3]1[C:7]([F:8])=[C:6]([CH2:9]O)[C:5]([C:11]([F:14])([F:13])[F:12])=[N:4]1)[CH3:2].P(Br)(Br)[Br:16]. Product: [Br:16][CH2:9][C:6]1[C:5]([C:11]([F:14])([F:13])[F:12])=[N:4][N:3]([CH2:1][CH3:2])[C:7]=1[F:8]. The catalyst class is: 27. (4) Product: [Cl:14][C:15]1[CH:16]=[C:17]([NH:22][C:23]2[C:32]3[C:27](=[CH:28][C:29]([O:35][CH2:4][C:5]4[N:6]=[C:7]([CH2:10][N:11]([CH3:13])[CH3:12])[S:8][CH:9]=4)=[C:30]([O:33][CH3:34])[CH:31]=3)[N:26]=[CH:25][N:24]=2)[CH:18]=[CH:19][C:20]=1[Cl:21]. The catalyst class is: 3. Reactant: Cl.Cl.Cl[CH2:4][C:5]1[N:6]=[C:7]([CH2:10][N:11]([CH3:13])[CH3:12])[S:8][CH:9]=1.[Cl:14][C:15]1[CH:16]=[C:17]([NH:22][C:23]2[C:32]3[C:27](=[CH:28][C:29]([OH:35])=[C:30]([O:33][CH3:34])[CH:31]=3)[N:26]=[CH:25][N:24]=2)[CH:18]=[CH:19][C:20]=1[Cl:21].C(=O)([O-])[O-].[K+].[K+].Cl.ClCC1N=C(CN(C)C)SC=1. (5) The catalyst class is: 3. Product: [CH3:49][O:50][C:51](=[O:59])[C:52]1[CH:57]=[CH:56][C:55]([NH:58][C:20](=[O:21])[CH2:19][CH2:18][CH:9]2[C:10]3[C:15](=[CH:14][CH:13]=[CH:12][CH:11]=3)[C:16](=[O:17])[N:8]2[CH2:1][C:2]2[CH:3]=[CH:4][CH:5]=[CH:6][CH:7]=2)=[N:54][CH:53]=1. Reactant: [CH2:1]([N:8]1[C:16](=[O:17])[C:15]2[C:10](=[CH:11][CH:12]=[CH:13][CH:14]=2)[CH:9]1[CH2:18][CH2:19][C:20](NC1SC=CN=1)=[O:21])[C:2]1[CH:7]=[CH:6][CH:5]=[CH:4][CH:3]=1.C1C=CC2N(O)N=NC=2C=1.CCN=C=NCCCN(C)C.[CH3:49][O:50][C:51](=[O:59])[C:52]1[CH:57]=[CH:56][C:55]([NH2:58])=[N:54][CH:53]=1.C([O-])(O)=O.[Na+]. (6) Reactant: [F:1][C:2]1[CH:7]=[CH:6][C:5]([C:8](=O)[CH2:9][C:10]2[CH:15]=[CH:14][N:13]=[CH:12][CH:11]=2)=[CH:4][CH:3]=1.[N:17]([O-])=[O:18].[Na+].C(O)(=[O:23])C. Product: [F:1][C:2]1[CH:7]=[CH:6][C:5]([C:8](=[N:17][OH:18])[C:9]([C:10]2[CH:15]=[CH:14][N:13]=[CH:12][CH:11]=2)=[O:23])=[CH:4][CH:3]=1. The catalyst class is: 6. (7) Reactant: Br[CH:2]1[C:11](=[O:12])[C:10]2[C:5](=[CH:6][C:7]([C:13]#[N:14])=[CH:8][CH:9]=2)[O:4][CH2:3]1.C(O)(=O)C.[N-:19]=[N+:20]=[N-:21].[Na+]. Product: [N:19]([CH:2]1[C:11](=[O:12])[C:10]2[C:5](=[CH:6][C:7]([C:13]#[N:14])=[CH:8][CH:9]=2)[O:4][CH2:3]1)=[N+:20]=[N-:21]. The catalyst class is: 18. (8) Reactant: [H-].[Al+3].[Li+].[H-].[H-].[H-].[Cl:7][C:8]1[CH:13]=[CH:12][C:11]([OH:14])=[CH:10][C:9]=1[NH:15][C:16]([C:18]1[N:22]([CH3:23])[N:21]=[C:20]([CH3:24])[CH:19]=1)=O. The catalyst class is: 7. Product: [Cl:7][C:8]1[CH:13]=[CH:12][C:11]([OH:14])=[CH:10][C:9]=1[NH:15][CH2:16][C:18]1[N:22]([CH3:23])[N:21]=[C:20]([CH3:24])[CH:19]=1. (9) Reactant: [CH3:1][O:2][CH2:3][CH2:4][O:5][C:6]1[C:15]([O:16][C:17]([C:19]2[CH:24]=[CH:23][CH:22]=[CH:21][CH:20]=2)=[O:18])=[CH:14][CH:13]=[CH:12][C:7]=1[C:8]([O:10][CH3:11])=[O:9].[N+:25]([O-])([OH:27])=[O:26].S(=O)(=O)(O)O. Product: [CH3:1][O:2][CH2:3][CH2:4][O:5][C:6]1[C:15]([O:16][C:17]([C:19]2[CH:24]=[CH:23][CH:22]=[CH:21][CH:20]=2)=[O:18])=[CH:14][C:13]([N+:25]([O-:27])=[O:26])=[CH:12][C:7]=1[C:8]([O:10][CH3:11])=[O:9]. The catalyst class is: 4. (10) Reactant: Cl.C(O)(C)C.[S:6]1[C:10]2[CH:11]=[CH:12][CH:13]=[CH:14][C:9]=2[N:8]=[C:7]1[NH:15][C@H:16]1[CH2:19][C@H:18]([O:20]CC2C=CC=CC=2)[CH2:17]1.C([O-])(O)=O.[Na+]. Product: [S:6]1[C:10]2[CH:11]=[CH:12][CH:13]=[CH:14][C:9]=2[N:8]=[C:7]1[NH:15][C@H:16]1[CH2:17][C@H:18]([OH:20])[CH2:19]1. The catalyst class is: 50.